From a dataset of Full USPTO retrosynthesis dataset with 1.9M reactions from patents (1976-2016). Predict the reactants needed to synthesize the given product. (1) Given the product [CH:1]1([C:6]2[CH:11]=[CH:10][C:9]([NH:12][C:29](=[O:31])[CH3:30])=[CH:8][CH:7]=2)[CH2:5][CH2:4][CH2:3][CH2:2]1, predict the reactants needed to synthesize it. The reactants are: [CH:1]1([C:6]2[CH:11]=[CH:10][C:9]([N+:12]([O-])=O)=[CH:8][CH:7]=2)[CH2:5][CH2:4][CH2:3][CH2:2]1.C1(C2C=CC=CC=2[N+]([O-])=O)CCCC1.[C:29](OC(=O)C)(=[O:31])[CH3:30]. (2) The reactants are: [CH3:1][O:2][C:3]1[C:8]([C:9]([NH2:11])=[O:10])=[C:7]([CH3:12])[N:6]=[C:5]([O:13][CH3:14])[CH:4]=1.C([Li])CCC.CO[C:22]1C=[CH:28][C:25]([C:26]#N)=[CH:24][CH:23]=1.[CH2:30]1[CH2:34][O:33][CH2:32][CH2:31]1. Given the product [CH3:14][O:13][C:5]1[CH:4]=[C:3]([O:2][CH3:1])[C:8]2[C:9](=[O:10])[NH:11][C:28]([C:25]3[CH:24]=[C:23]([CH3:22])[C:34]([O:33][CH3:32])=[C:30]([CH3:31])[CH:26]=3)=[CH:12][C:7]=2[N:6]=1, predict the reactants needed to synthesize it.